The task is: Predict which catalyst facilitates the given reaction.. This data is from Catalyst prediction with 721,799 reactions and 888 catalyst types from USPTO. Reactant: O.[Cl-].[NH4+].[CH2:4]([N:6]1[CH:10]=[C:9]([CH2:11][N:12]([C:28]2[CH:33]=[CH:32][C:31]([CH:34]([CH3:36])[CH3:35])=[CH:30][CH:29]=2)[C:13]([CH:15]2[C:24]3[C:19](=[C:20]([N+:25]([O-])=O)[CH:21]=[CH:22][CH:23]=3)[O:18][CH2:17][CH2:16]2)=[O:14])[CH:8]=[N:7]1)[CH3:5]. Product: [NH2:25][C:20]1[CH:21]=[CH:22][CH:23]=[C:24]2[C:19]=1[O:18][CH2:17][CH2:16][CH:15]2[C:13]([N:12]([CH2:11][C:9]1[CH:8]=[N:7][N:6]([CH2:4][CH3:5])[CH:10]=1)[C:28]1[CH:33]=[CH:32][C:31]([CH:34]([CH3:36])[CH3:35])=[CH:30][CH:29]=1)=[O:14]. The catalyst class is: 186.